Dataset: Drug-target binding data from BindingDB using IC50 measurements. Task: Regression. Given a target protein amino acid sequence and a drug SMILES string, predict the binding affinity score between them. We predict pIC50 (pIC50 = -log10(IC50 in M); higher means more potent). Dataset: bindingdb_ic50. (1) The drug is COc1ccc(NC(=O)c2cc(I)cc(I)c2O)cc1. The target protein sequence is MRIGAMLIPFIILGNAIIAYGYVRGCYYTNWAQYRQGEGKFLPEDIPKGLCTHILYAFAKVDQSGTSLPFEWNDEDTNWSKGMYSRVTKLKENDPEMKILLSYGGYNFGSSTFTAIRNRAEKRKHFIKSAIAFLRKNKFDGFDFDWEYPIGMAQEYAKLVNEMKVAFVEEAKKSDSEQLLLTAAVSAGKHTIDQSYNVQSLGENFDLLSLMSYDFHGSWEMNVDLHAKLHPTKGETSGTGIFNTEFAANYWLSKGMPKQKIIIGIPTYGRGWTLRDSSKTTIGAEGISPSSPSTTNPAGGTAAYWEICKYLKEGGKETIDEQGVGACMVQGSQWYGYDNEETIRMKMRWLKEKGYGGAFIWTLDFDDFKGTSCGEGPYPLLSAINHELKGEATATTRSLRTTITQSSTIGSTKFETTTTASEITKNNKIKTTTIAVEPTGESSDIKCPESFGLFRHPNDCHLFIHCAHDHPYVKLCPPNTFFNDKIKVCDHFGECDE. The pIC50 is 5.1. (2) The drug is COc1cc2ncnc(Nc3ccc(F)c(Cl)c3)c2cc1OCCCN1CCOCC1. The target protein sequence is MRPSGTAGAALLALLAALCPASRALEEKKVCQGTSNKLTQLGTFEDHFLSLQRMFNNCEVVLGNLEITYVQRNYDLSFLKTIQEVAGYVLIALNTVERIPLENLQIIRGNMYYENSYALAVLSNYDANKTGLKELPMRNLQEILHGAVRFSNNPALCNVESIQWRDIVSSDFLSNMSMDFQNHLGSCQKCDPSCPNGSCWGAGEENCQKLTKIICAQQCSGRCRGKSPSDCCHNQCAAGCTGPRESDCLVCRKFRDEATCKDTCPPLMLYNPTTYQMDVNPEGKYSFGATCVKKCPRNYVVTDHGSCVRACGADSYEMEEDGVRKCKKCEGPCRKVCNGIGIGEFKDSLSINATNIKHFKNCTSISGDLHILPVAFRGDSFTHTPPLDPQELDILKTVKEITGFLLIQAWPENRTDLHAFENLEIIRGRTKQHGQFSLAVVSLNITSLGLRSLKEISDGDVIISGNKNLCYANTINWKKLFGTSGQKTKIISNRGENSCK.... The pIC50 is 8.6.